This data is from Full USPTO retrosynthesis dataset with 1.9M reactions from patents (1976-2016). The task is: Predict the reactants needed to synthesize the given product. (1) Given the product [Cl:1][C:2]1[CH:3]=[C:4]2[C:12](=[C:13]([NH2:15])[CH:14]=1)[NH:11][C:10]1[CH:9]=[N:8][CH:7]=[C:6]([F:18])[C:5]2=1, predict the reactants needed to synthesize it. The reactants are: [Cl:1][C:2]1[CH:3]=[C:4]2[C:12](=[C:13]([N+:15]([O-])=O)[CH:14]=1)[NH:11][C:10]1[CH:9]=[N:8][CH:7]=[C:6]([F:18])[C:5]2=1.C([O-])=O.[NH4+].C(=O)(O)[O-].[Na+].[Cl-].[Na+]. (2) Given the product [CH3:1][S:2][C:3]1[N:4]([C:13]2[CH:14]=[CH:15][C:16]([O:19][CH2:20][C:21]([F:24])([F:22])[F:23])=[CH:17][CH:18]=2)[C:5](=[O:12])[C:6]2[CH2:11][C:10](=[O:27])[NH:9][C:7]=2[N:8]=1, predict the reactants needed to synthesize it. The reactants are: [CH3:1][S:2][C:3]1[N:4]([C:13]2[CH:18]=[CH:17][C:16]([O:19][CH2:20][C:21]([F:24])([F:23])[F:22])=[CH:15][CH:14]=2)[C:5](=[O:12])[C:6]2[CH:11]=[CH:10][NH:9][C:7]=2[N:8]=1.C(O)(=[O:27])C.C(O)(=O)C.I(C1C=CC=CC=1)=O. (3) Given the product [C:28]1([C@@H:26]([OH:27])[C:25]#[C:24][C:9]#[C:10][CH2:11][C@@H:12]([OH:22])[C@H:13]([OH:21])[CH2:14][CH2:15][CH2:16][CH2:17][CH2:18][CH2:19][CH3:20])[CH:33]=[CH:32][CH:31]=[CH:30][CH:29]=1, predict the reactants needed to synthesize it. The reactants are: C(N)CCC.NO.Cl.[CH:9]#[C:10][CH2:11][C@@H:12]([OH:22])[C@H:13]([OH:21])[CH2:14][CH2:15][CH2:16][CH2:17][CH2:18][CH2:19][CH3:20].Br[C:24]#[C:25][C@@H:26]([C:28]1[CH:33]=[CH:32][CH:31]=[CH:30][CH:29]=1)[OH:27]. (4) Given the product [Cl:1][C:2]1[CH:7]=[CH:6][C:5]([S:8]([N:11]([CH2:19][C:20]2[CH:33]=[CH:32][C:23]([C:24]([NH:26][CH2:27][C:28]([OH:30])=[O:29])=[O:25])=[CH:22][CH:21]=2)[CH:12]2[CH2:17][CH2:16][CH2:15][CH2:14][CH:13]2[F:18])(=[O:9])=[O:10])=[CH:4][CH:3]=1, predict the reactants needed to synthesize it. The reactants are: [Cl:1][C:2]1[CH:7]=[CH:6][C:5]([S:8]([N:11]([CH2:19][C:20]2[CH:33]=[CH:32][C:23]([C:24]([NH:26][CH2:27][C:28]([O:30]C)=[O:29])=[O:25])=[CH:22][CH:21]=2)[CH:12]2[CH2:17][CH2:16][CH2:15][CH2:14][CH:13]2[F:18])(=[O:10])=[O:9])=[CH:4][CH:3]=1.[OH-].[Li+]. (5) Given the product [CH2:13]([N:15]([CH2:16][CH3:17])[C:10](=[O:12])[CH2:9][C:4]1[CH:5]=[CH:6][C:7]([OH:8])=[C:2]([F:1])[CH:3]=1)[CH3:14], predict the reactants needed to synthesize it. The reactants are: [F:1][C:2]1[CH:3]=[C:4]([CH2:9][C:10]([OH:12])=O)[CH:5]=[CH:6][C:7]=1[OH:8].[CH2:13]([NH:15][CH2:16][CH3:17])[CH3:14].C(Cl)CCl. (6) Given the product [C:2]([N:5]1[C:14]2[C:9](=[CH:10][C:11]([C:15]#[C:16][Si:17]([CH:21]([CH3:23])[CH3:22])([CH:18]([CH3:20])[CH3:19])[CH:24]([CH3:26])[CH3:25])=[CH:12][CH:13]=2)[C@H:8]([NH:27][C:30]2[CH:35]=[CH:34][C:33]([CH3:36])=[CH:32][N:31]=2)[CH2:7][C@@H:6]1[CH3:28])(=[O:4])[CH3:3], predict the reactants needed to synthesize it. The reactants are: Cl.[C:2]([N:5]1[C:14]2[C:9](=[CH:10][C:11]([C:15]#[C:16][Si:17]([CH:24]([CH3:26])[CH3:25])([CH:21]([CH3:23])[CH3:22])[CH:18]([CH3:20])[CH3:19])=[CH:12][CH:13]=2)[C@H:8]([NH2:27])[CH2:7][C@@H:6]1[CH3:28])(=[O:4])[CH3:3].Br[C:30]1[CH:35]=[CH:34][C:33]([CH3:36])=[CH:32][N:31]=1.CC(C)([O-])C.[Na+].CN(C)C1C=CC=CC=1C1C=CC=CC=1P(C1CCCCC1)C1CCCCC1. (7) Given the product [Cl:22][C:23]1[CH:24]=[C:25]([CH2:29][C:30]([N:2]2[C:10]3[C:5](=[CH:6][C:7]([C:11]4[C:19]5[C:18]([NH2:20])=[N:17][CH:16]=[N:15][C:14]=5[N:13]([CH3:21])[CH:12]=4)=[CH:8][CH:9]=3)[CH2:4][CH2:3]2)=[O:31])[CH:26]=[CH:27][CH:28]=1, predict the reactants needed to synthesize it. The reactants are: Cl.[NH:2]1[C:10]2[C:5](=[CH:6][C:7]([C:11]3[C:19]4[C:18]([NH2:20])=[N:17][CH:16]=[N:15][C:14]=4[N:13]([CH3:21])[CH:12]=3)=[CH:8][CH:9]=2)[CH2:4][CH2:3]1.[Cl:22][C:23]1[CH:24]=[C:25]([CH2:29][C:30](O)=[O:31])[CH:26]=[CH:27][CH:28]=1.CN(C(ON1N=NC2C=CC=NC1=2)=[N+](C)C)C.F[P-](F)(F)(F)(F)F.CCN(C(C)C)C(C)C.